Dataset: Forward reaction prediction with 1.9M reactions from USPTO patents (1976-2016). Task: Predict the product of the given reaction. (1) Given the reactants [Cl:1][C:2]1[CH:3]=[C:4]2[C:9](=[CH:10][CH:11]=1)[N:8]=[CH:7][CH:6]=[CH:5]2.C1C=C(Cl)C=C(C(OO)=[O:20])C=1, predict the reaction product. The product is: [Cl:1][C:2]1[CH:3]=[C:4]2[C:9](=[CH:10][CH:11]=1)[N+:8]([O-:20])=[CH:7][CH:6]=[CH:5]2. (2) Given the reactants [F:1][C:2]1[CH:7]=[C:6]([F:8])[CH:5]=[CH:4][C:3]=1[C:9]1[C:10]2[CH:16]=[C:15]([C:17]([O:19][CH2:20][CH3:21])=[O:18])[S:14][C:11]=2[NH:12][N:13]=1.C(=O)([O-])[O-].[K+].[K+].[CH3:28][C@H:29]1[C@H:31]([CH3:32])[O:30]1, predict the reaction product. The product is: [F:1][C:2]1[CH:7]=[C:6]([F:8])[CH:5]=[CH:4][C:3]=1[C:9]1[C:10]2[CH:16]=[C:15]([C:17]([O:19][CH2:20][CH3:21])=[O:18])[S:14][C:11]=2[N:12]([CH:31]([CH:29]([OH:30])[CH3:28])[CH3:32])[N:13]=1. (3) Given the reactants [NH2:1][C:2]1[N:7]=[CH:6][C:5]([OH:8])=[CH:4][CH:3]=1.S1(CCCC1)(=O)=O.F[C:17]1[CH:22]=[CH:21][CH:20]=[CH:19][N:18]=1, predict the reaction product. The product is: [N:18]1[CH:19]=[CH:20][CH:21]=[CH:22][C:17]=1[O:8][C:5]1[CH:4]=[CH:3][C:2]([NH2:1])=[N:7][CH:6]=1. (4) Given the reactants [CH3:1][O:2][C:3](=[O:25])[CH2:4][N:5]1[C:11](=[O:12])[CH2:10][CH2:9][N:8]([C:13](=[O:24])/[CH:14]=[CH:15]/[C:16]2[CH:21]=[CH:20][C:19]([Cl:22])=[C:18]([Cl:23])[CH:17]=2)[CH2:7][CH2:6]1.Br[CH2:27][C:28]([O:30][C:31]([CH3:34])([CH3:33])[CH3:32])=[O:29].OS([O-])(=O)=O.[K+], predict the reaction product. The product is: [CH3:1][O:2][C:3](=[O:25])[CH:4]([N:5]1[C:11](=[O:12])[CH2:10][CH2:9][N:8]([C:13](=[O:24])/[CH:14]=[CH:15]/[C:16]2[CH:21]=[CH:20][C:19]([Cl:22])=[C:18]([Cl:23])[CH:17]=2)[CH2:7][CH2:6]1)[CH2:27][C:28]([O:30][C:31]([CH3:34])([CH3:33])[CH3:32])=[O:29]. (5) The product is: [CH3:27][C:26]1[C:21]([CH:20]2[CH2:19][CH2:18][CH2:17][CH:16]([C:28]3[C:33]([CH3:34])=[CH:32][CH:31]=[CH:30][N:29]=3)[N:15]2[CH2:14][C:11]2[CH:12]=[CH:13][C:8]([C:7]([NH:2][OH:3])=[O:37])=[CH:9][C:10]=2[CH2:35][OH:36])=[N:22][CH:23]=[CH:24][CH:25]=1. Given the reactants [Na].[NH2:2][OH:3].O.CO[C:7](=[O:37])[C:8]1[CH:13]=[CH:12][C:11]([CH2:14][N:15]2[CH:20]([C:21]3[C:26]([CH3:27])=[CH:25][CH:24]=[CH:23][N:22]=3)[CH2:19][CH2:18][CH2:17][CH:16]2[C:28]2[C:33]([CH3:34])=[CH:32][CH:31]=[CH:30][N:29]=2)=[C:10]([CH2:35][OH:36])[CH:9]=1.C([O-])(O)=O.[Na+], predict the reaction product. (6) The product is: [C:1]([C:5]1[CH:6]=[CH:7][C:8]([CH2:9][N:10]2[C:14](=[O:15])[N:13]([CH2:16][CH3:17])[C:12]([CH2:18][CH2:19][C:20]([C:23]3[CH:24]=[C:25]([C:29]4[CH:34]=[CH:33][C:32]([O:35][CH2:36][CH3:37])=[C:31]([CH2:38][C:39]([OH:41])=[O:40])[CH:30]=4)[CH:26]=[CH:27][CH:28]=3)([F:22])[F:21])=[N:11]2)=[CH:43][CH:44]=1)([CH3:3])([CH3:4])[CH3:2]. Given the reactants [C:1]([C:5]1[CH:44]=[CH:43][C:8]([CH2:9][N:10]2[C:14](=[O:15])[N:13]([CH2:16][CH3:17])[C:12]([CH2:18][CH2:19][C:20]([C:23]3[CH:24]=[C:25]([C:29]4[CH:34]=[CH:33][C:32]([O:35][CH2:36][CH3:37])=[C:31]([CH2:38][C:39]([O:41]C)=[O:40])[CH:30]=4)[CH:26]=[CH:27][CH:28]=3)([F:22])[F:21])=[N:11]2)=[CH:7][CH:6]=1)([CH3:4])([CH3:3])[CH3:2].O.[Li+].[OH-], predict the reaction product.